This data is from Reaction yield outcomes from USPTO patents with 853,638 reactions. The task is: Predict the reaction yield, written as a fraction of the theoretical maximum amount of product (1.0 means a 100% yield; for example, 0.34 means a 34% yield). (1) The reactants are [C:1]([O:5][C:6]([NH:8][CH2:9][C:10]1[N:11]([CH2:30][CH:31]([CH3:33])[CH3:32])[C:12](=[O:29])[C:13]2[C:18]([C:19]=1[C:20]1[S:21][CH:22]=[CH:23][CH:24]=1)=[CH:17][C:16]([C:25]([O:27]C)=[O:26])=[CH:15][CH:14]=2)=[O:7])([CH3:4])([CH3:3])[CH3:2].[OH-].[Na+].O.Cl. The catalyst is O1CCCC1.CO. The product is [C:1]([O:5][C:6]([NH:8][CH2:9][C:10]1[N:11]([CH2:30][CH:31]([CH3:33])[CH3:32])[C:12](=[O:29])[C:13]2[C:18]([C:19]=1[C:20]1[S:21][CH:22]=[CH:23][CH:24]=1)=[CH:17][C:16]([C:25]([OH:27])=[O:26])=[CH:15][CH:14]=2)=[O:7])([CH3:4])([CH3:3])[CH3:2]. The yield is 0.963. (2) The reactants are N1C=CC=CC=1.[I:7][C:8]1[CH:16]=[CH:15][C:11]([C:12](Cl)=[O:13])=[CH:10][CH:9]=1.Cl.[CH3:18][NH:19][O:20][CH3:21]. The catalyst is ClCCl. The product is [CH3:21][O:20][N:19]([CH3:18])[C:12]([C:11]1[CH:15]=[CH:16][C:8]([I:7])=[CH:9][CH:10]=1)=[O:13]. The yield is 0.930. (3) The reactants are [NH2:1][C:2]1[CH:3]=[N:4][CH:5]=[CH:6][CH:7]=1.[Br:8][C:9]1[CH:10]=[C:11]2[C:15](=[CH:16][CH:17]=1)[NH:14][N:13]=[C:12]2[C:18](O)=[O:19].C(N(CC)C(C)C)(C)C.CN(C(ON1N=NC2C=CC=NC1=2)=[N+](C)C)C.F[P-](F)(F)(F)(F)F. The catalyst is CN(C=O)C. The product is [Br:8][C:9]1[CH:10]=[C:11]2[C:15](=[CH:16][CH:17]=1)[NH:14][N:13]=[C:12]2[C:18]([NH:1][C:2]1[CH:3]=[N:4][CH:5]=[CH:6][CH:7]=1)=[O:19]. The yield is 0.300. (4) The reactants are [NH2:1][CH2:2][CH2:3][CH2:4][CH2:5][C@H:6]([NH:14][C:15](=[O:34])[NH:16][C@@H:17]([CH2:25][CH2:26][C:27]([O:29][C:30]([CH3:33])([CH3:32])[CH3:31])=[O:28])[C:18]([O:20][C:21]([CH3:24])([CH3:23])[CH3:22])=[O:19])[C:7]([O:9][C:10]([CH3:13])([CH3:12])[CH3:11])=[O:8].[C:35]([O:39][C:40](=[O:68])[CH2:41][N:42]1[CH:46]=[CH:45][N:44]=[C:43]1[CH2:47][N:48]([CH2:57][C:58]1[CH:63]=[CH:62][C:61]([O:64][CH2:65][C:66]#[CH:67])=[CH:60][CH:59]=1)[CH2:49][CH2:50][CH2:51][CH2:52][CH2:53][C:54](O)=[O:55])([CH3:38])([CH3:37])[CH3:36].CCN=C=NCCCN(C)C.C1C=CC2N(O)N=NC=2C=1.CCN(C(C)C)C(C)C. The catalyst is ClCCCl. The product is [C:35]([O:39][C:40](=[O:68])[CH2:41][N:42]1[CH:46]=[CH:45][N:44]=[C:43]1[CH2:47][N:48]([CH2:57][C:58]1[CH:63]=[CH:62][C:61]([O:64][CH2:65][C:66]#[CH:67])=[CH:60][CH:59]=1)[CH2:49][CH2:50][CH2:51][CH2:52][CH2:53][C:54](=[O:55])[NH:1][CH2:2][CH2:3][CH2:4][CH2:5][C@@H:6]([C:7]([O:9][C:10]([CH3:13])([CH3:12])[CH3:11])=[O:8])[NH:14][C:15](=[O:34])[NH:16][C@H:17]([C:18]([O:20][C:21]([CH3:22])([CH3:23])[CH3:24])=[O:19])[CH2:25][CH2:26][C:27]([O:29][C:30]([CH3:33])([CH3:32])[CH3:31])=[O:28])([CH3:36])([CH3:38])[CH3:37]. The yield is 0.570. (5) The reactants are [CH3:1][O:2][C:3]1[CH:11]=[C:10]([CH3:12])[CH:9]=[CH:8][C:4]=1[C:5]([NH2:7])=O.B.O1CCCC1.Cl.O. The catalyst is C1COCC1. The product is [CH3:1][O:2][C:3]1[CH:11]=[C:10]([CH3:12])[CH:9]=[CH:8][C:4]=1[CH2:5][NH2:7]. The yield is 0.640.